Dataset: Forward reaction prediction with 1.9M reactions from USPTO patents (1976-2016). Task: Predict the product of the given reaction. Given the reactants [N:1]1[S:2][CH:3]=[C:4]2[C:9]([C:10](OC)=[O:11])=[CH:8][CH:7]=[CH:6][C:5]=12.[H-].C([Al+]CC(C)C)C(C)C.O, predict the reaction product. The product is: [N:1]1[S:2][CH:3]=[C:4]2[C:9]([CH2:10][OH:11])=[CH:8][CH:7]=[CH:6][C:5]=12.